This data is from Peptide-MHC class I binding affinity with 185,985 pairs from IEDB/IMGT. The task is: Regression. Given a peptide amino acid sequence and an MHC pseudo amino acid sequence, predict their binding affinity value. This is MHC class I binding data. (1) The peptide sequence is LSDHQDLKW. The MHC is HLA-A31:01 with pseudo-sequence HLA-A31:01. The binding affinity (normalized) is 0.0847. (2) The peptide sequence is EVMPVSMAK. The MHC is HLA-A02:01 with pseudo-sequence HLA-A02:01. The binding affinity (normalized) is 0. (3) The peptide sequence is RLASTVIYR. The MHC is HLA-B15:17 with pseudo-sequence HLA-B15:17. The binding affinity (normalized) is 0.0847. (4) The MHC is Mamu-A01 with pseudo-sequence Mamu-A01. The peptide sequence is RQRWQQIL. The binding affinity (normalized) is 0.0511. (5) The peptide sequence is DTWHGFKNM. The MHC is HLA-A29:02 with pseudo-sequence HLA-A29:02. The binding affinity (normalized) is 0.0847. (6) The peptide sequence is SLTIPSFYT. The MHC is HLA-B18:01 with pseudo-sequence HLA-B18:01. The binding affinity (normalized) is 0.0847.